Dataset: Forward reaction prediction with 1.9M reactions from USPTO patents (1976-2016). Task: Predict the product of the given reaction. (1) Given the reactants [OH:1][CH:2]([C:25]1[CH:30]=[CH:29][CH:28]=[C:27]([OH:31])[CH:26]=1)[CH2:3][N:4]([CH3:24])[C:5]([C:7]1[C:8]([C:16]2[CH:21]=[CH:20][C:19]([Cl:22])=[C:18]([Cl:23])[CH:17]=2)=[N:9][C:10]([N:13]([CH3:15])[CH3:14])=[N:11][CH:12]=1)=[O:6].[CH2:32](Br)[C:33]1[CH:38]=[CH:37][CH:36]=[CH:35][CH:34]=1.C(=O)([O-])[O-].[Cs+].[Cs+], predict the reaction product. The product is: [CH2:32]([O:31][C:27]1[CH:26]=[C:25]([CH:2]([OH:1])[CH2:3][N:4]([CH3:24])[C:5]([C:7]2[C:8]([C:16]3[CH:21]=[CH:20][C:19]([Cl:22])=[C:18]([Cl:23])[CH:17]=3)=[N:9][C:10]([N:13]([CH3:14])[CH3:15])=[N:11][CH:12]=2)=[O:6])[CH:30]=[CH:29][CH:28]=1)[C:33]1[CH:38]=[CH:37][CH:36]=[CH:35][CH:34]=1. (2) Given the reactants Cl[C:2]1[N:7]=[C:6]([C@@H:8]([NH:18][C:19](=[O:36])[CH2:20][N:21]2[C:25]3[C:26]([F:31])([F:30])[C@@H:27]4[CH2:29][C@@H:28]4[C:24]=3[C:23]([C:32]([F:35])([F:34])[F:33])=[N:22]2)[CH2:9][C:10]2[CH:15]=[C:14]([F:16])[CH:13]=[C:12]([F:17])[CH:11]=2)[C:5]([C:37]2[CH:38]=[CH:39][C:40]([Cl:52])=[C:41]3[C:45]=2[N:44]([CH3:46])[N:43]=[C:42]3[NH:47][S:48]([CH3:51])(=[O:50])=[O:49])=[CH:4][CH:3]=1.[CH3:53][C:54]([N:58]1[CH:62]=[CH:61][N:60]=[CH:59]1)([C:56]#[CH:57])[CH3:55].C(NCC)C, predict the reaction product. The product is: [N:58]1([C:54]([CH3:55])([CH3:53])[C:56]#[C:57][C:2]2[N:7]=[C:6]([C@@H:8]([NH:18][C:19](=[O:36])[CH2:20][N:21]3[C:25]4[C:26]([F:30])([F:31])[C@@H:27]5[CH2:29][C@@H:28]5[C:24]=4[C:23]([C:32]([F:33])([F:35])[F:34])=[N:22]3)[CH2:9][C:10]3[CH:15]=[C:14]([F:16])[CH:13]=[C:12]([F:17])[CH:11]=3)[C:5]([C:37]3[CH:38]=[CH:39][C:40]([Cl:52])=[C:41]4[C:45]=3[N:44]([CH3:46])[N:43]=[C:42]4[NH:47][S:48]([CH3:51])(=[O:50])=[O:49])=[CH:4][CH:3]=2)[CH:62]=[CH:61][N:60]=[CH:59]1. (3) Given the reactants [OH-].[K+].[CH2:3]([O:5][C:6]([C:8]1[NH:9][CH:10]=[C:11]([C:20]2[CH:25]=[CH:24][C:23]([F:26])=[CH:22][CH:21]=2)[C:12]=1[C:13]1[CH:18]=[CH:17][C:16]([F:19])=[CH:15][CH:14]=1)=[O:7])[CH3:4].[CH:27](I)([CH3:29])[CH3:28], predict the reaction product. The product is: [CH2:3]([O:5][C:6]([C:8]1[N:9]([CH:27]([CH3:29])[CH3:28])[CH:10]=[C:11]([C:20]2[CH:25]=[CH:24][C:23]([F:26])=[CH:22][CH:21]=2)[C:12]=1[C:13]1[CH:14]=[CH:15][C:16]([F:19])=[CH:17][CH:18]=1)=[O:7])[CH3:4]. (4) Given the reactants [F:1][C:2]1[CH:3]=[C:4]2[C:16](=[CH:17][CH:18]=1)[NH:15][C:14]1[CH2:13][CH2:12][C:7]3(OCC[O:8]3)[CH2:6][C:5]2=1.O, predict the reaction product. The product is: [F:1][C:2]1[CH:3]=[C:4]2[C:16](=[CH:17][CH:18]=1)[NH:15][C:14]1[CH2:13][CH2:12][C:7](=[O:8])[CH2:6][C:5]2=1. (5) Given the reactants [C:1]([NH:4][CH:5]([C:10](=[O:16])[CH2:11][C:12]([O:14][CH3:15])=[O:13])[C:6]([O:8][CH3:9])=[O:7])(=O)[CH3:2].O=S(Cl)Cl, predict the reaction product. The product is: [CH3:15][O:14][C:12](=[O:13])[CH2:11][C:10]1[O:16][C:1]([CH3:2])=[N:4][C:5]=1[C:6]([O:8][CH3:9])=[O:7]. (6) Given the reactants [Al+3].[Cl-].[Cl-].[Cl-].[CH:5]1[C:17]2[CH2:16][C:15]3[C:10](=[CH:11][CH:12]=[CH:13][CH:14]=3)[C:9]=2[CH:8]=[CH:7][CH:6]=1.[C:18]1(=[O:24])[O:23][C:21](=[O:22])[CH2:20][CH2:19]1.Cl, predict the reaction product. The product is: [C:21]([CH2:20][CH2:19][C:18]([C:13]1[CH:12]=[CH:11][C:10]2[C:9]3[C:17](=[CH:5][C:6]([C:21](=[O:22])[CH2:20][CH2:19][C:18]([OH:23])=[O:24])=[CH:7][CH:8]=3)[CH2:16][C:15]=2[CH:14]=1)=[O:24])([OH:23])=[O:22]. (7) The product is: [NH2:7][CH2:8][CH2:9][CH2:10][N:11]1[C:20]2[CH:19]=[CH:18][C:17]([Cl:21])=[CH:16][C:15]=2[C:14]2=[N:22][NH:23][C:24]([CH2:25][CH2:26][OH:27])=[C:13]2[C:12]1=[O:34]. Given the reactants C(OC(=O)[NH:7][CH2:8][CH2:9][CH2:10][N:11]1[C:20]2[CH:19]=[CH:18][C:17]([Cl:21])=[CH:16][C:15]=2[C:14]2=[N:22][N:23](C3CCCCO3)[C:24]([CH2:25][CH2:26][OH:27])=[C:13]2[C:12]1=[O:34])(C)(C)C.Cl, predict the reaction product. (8) Given the reactants [CH:1]([N:14]1[CH2:17][CH:16]([N:18]([CH3:26])[C:19](=[O:25])[O:20][C:21]([CH3:24])([CH3:23])[CH3:22])[CH2:15]1)(C1C=CC=CC=1)[C:2]1C=CC=CC=1.C(N(CC)CC)C.C(Cl)(=[O:36])C, predict the reaction product. The product is: [C:1]([N:14]1[CH2:17][CH:16]([N:18]([CH3:26])[C:19](=[O:25])[O:20][C:21]([CH3:24])([CH3:23])[CH3:22])[CH2:15]1)(=[O:36])[CH3:2]. (9) Given the reactants C(OC([NH:8][CH2:9][C:10]1[NH:11][C:12]([C:20]2[CH:29]=[CH:28][CH:27]=[C:26]3[C:21]=2[N:22]=[C:23]([NH:31][C:32]([CH3:35])([CH3:34])[CH3:33])[C:24]([CH3:30])=[N:25]3)=[CH:13][C:14]=1[C:15]([O:17]CC)=[O:16])=O)(C)(C)C.[Li+].[OH-].O1CCOCC1.[ClH:44], predict the reaction product. The product is: [ClH:44].[NH2:8][CH2:9][C:10]1[NH:11][C:12]([C:20]2[CH:29]=[CH:28][CH:27]=[C:26]3[C:21]=2[N:22]=[C:23]([NH:31][C:32]([CH3:35])([CH3:34])[CH3:33])[C:24]([CH3:30])=[N:25]3)=[CH:13][C:14]=1[C:15]([OH:17])=[O:16].